Dataset: Reaction yield outcomes from USPTO patents with 853,638 reactions. Task: Predict the reaction yield, written as a fraction of the theoretical maximum amount of product (1.0 means a 100% yield; for example, 0.34 means a 34% yield). The reactants are Cl[C:2]1[CH:7]=[C:6]([Cl:8])[N:5]=[C:4]([S:9][C:10]2[CH:15]=[CH:14][C:13]([NH:16][C:17](=[O:23])[CH2:18][C:19]([F:22])([F:21])[F:20])=[CH:12][CH:11]=2)[N:3]=1.[S:24]1[C:28]([NH2:29])=[N:27][CH:26]=[N:25]1.CC1(C)C2C(=C(P(C3C=CC=CC=3)C3C=CC=CC=3)C=CC=2)OC2C(P(C3C=CC=CC=3)C3C=CC=CC=3)=CC=CC1=2.C([O-])([O-])=O.[Na+].[Na+]. The catalyst is C1C=CC(/C=C/C(/C=C/C2C=CC=CC=2)=O)=CC=1.C1C=CC(/C=C/C(/C=C/C2C=CC=CC=2)=O)=CC=1.C1C=CC(/C=C/C(/C=C/C2C=CC=CC=2)=O)=CC=1.[Pd].[Pd].O1CCOCC1. The product is [S:24]1[C:28]([NH:29][C:2]2[CH:7]=[C:6]([Cl:8])[N:5]=[C:4]([S:9][C:10]3[CH:15]=[CH:14][C:13]([NH:16][C:17](=[O:23])[CH2:18][C:19]([F:22])([F:21])[F:20])=[CH:12][CH:11]=3)[N:3]=2)=[N:27][CH:26]=[N:25]1. The yield is 0.340.